The task is: Predict the reaction yield, written as a fraction of the theoretical maximum amount of product (1.0 means a 100% yield; for example, 0.34 means a 34% yield).. This data is from Reaction yield outcomes from USPTO patents with 853,638 reactions. (1) The reactants are C[O:2][C:3]([C:5]1[C:9]([NH:10][C:11](=[O:27])[CH2:12][O:13][C:14]2[CH:19]=[CH:18][C:17]([C:20]3[CH:25]=[CH:24][CH:23]=[CH:22][C:21]=3[Cl:26])=[CH:16][N:15]=2)=[CH:8][S:7][CH:6]=1)=[O:4].[OH-].[Na+].C1COCC1.Cl. The yield is 0.670. The product is [Cl:26][C:21]1[CH:22]=[CH:23][CH:24]=[CH:25][C:20]=1[C:17]1[CH:18]=[CH:19][C:14]([O:13][CH2:12][C:11]([NH:10][C:9]2[C:5]([C:3]([OH:4])=[O:2])=[CH:6][S:7][CH:8]=2)=[O:27])=[N:15][CH:16]=1. The catalyst is C(O)C.O. (2) The reactants are [C:1]([CH:3]([CH:8]([CH3:18])[C:9]([C:11]1[CH:16]=[CH:15][CH:14]=[CH:13][C:12]=1[F:17])=O)[C:4]([O:6][CH3:7])=[O:5])#[N:2].C(OCC)(=O)C.[ClH:25].O. The catalyst is C(OCC)(=O)C. The product is [Cl:25][C:1]1[NH:2][C:9]([C:11]2[CH:16]=[CH:15][CH:14]=[CH:13][C:12]=2[F:17])=[C:8]([CH3:18])[C:3]=1[C:4]([O:6][CH3:7])=[O:5]. The yield is 0.580. (3) The reactants are Cl.[N:2]1[C:11]2[C:6](=[CH:7][CH:8]=[CH:9][CH:10]=2)[C:5](O)=[CH:4][N:3]=1.Br[CH2:14][C:15]([O:17][CH2:18][CH3:19])=[O:16].[H-].[Na+].[CH3:22][CH2:23][CH2:24][CH2:22][CH2:23][CH2:24]C.CC[O:31]C(C)=[O:31].C[N:36]([CH:38]=[O:39])C. No catalyst specified. The product is [O:39]=[C:38]1[N:36]([O:31][CH2:24][CH:23]=[CH2:22])[CH:5]2[CH2:4][N:3]1[N:2]([CH2:14][C:15]([O:17][CH2:18][CH3:19])=[O:16])[C:11]1[CH:10]=[CH:9][CH:8]=[CH:7][C:6]=12. The yield is 0.610. (4) The reactants are [S:1]1[CH2:5][C:4](=[O:6])[NH:3][C:2]1=[O:7].[CH:8]([C:10]1[CH:22]=[CH:21][C:13]([O:14][CH2:15][CH2:16][CH2:17][C:18]([OH:20])=[O:19])=[CH:12][CH:11]=1)=O.C([O-])(=O)C.[Na+]. The catalyst is C(O)(=O)C. The product is [O:7]=[C:2]1[NH:3][C:4](=[O:6])[C:5](=[CH:8][C:10]2[CH:22]=[CH:21][C:13]([O:14][CH2:15][CH2:16][CH2:17][C:18]([OH:20])=[O:19])=[CH:12][CH:11]=2)[S:1]1. The yield is 0.320. (5) The reactants are [CH3:1][NH:2][C:3]1[CH:8]=[CH:7][N:6]=[C:5]([NH2:9])[CH:4]=1.Br[CH2:11][C:12]([C:14]1[CH:19]=[CH:18][C:17]([CH3:20])=[C:16]([O:21][CH3:22])[CH:15]=1)=O. No catalyst specified. The product is [CH3:22][O:21][C:16]1[CH:15]=[C:14]([C:12]2[N:9]=[C:5]3[CH:4]=[C:3]([NH:2][CH3:1])[CH:8]=[CH:7][N:6]3[CH:11]=2)[CH:19]=[CH:18][C:17]=1[CH3:20]. The yield is 0.390.